This data is from Reaction yield outcomes from USPTO patents with 853,638 reactions. The task is: Predict the reaction yield, written as a fraction of the theoretical maximum amount of product (1.0 means a 100% yield; for example, 0.34 means a 34% yield). (1) The reactants are [C:1]1([C:7]2[CH:12]=[CH:11][C:10](Br)=[CH:9][N:8]=2)[CH:6]=[CH:5][CH:4]=[CH:3][CH:2]=1.[CH3:14][Si:15]([C:18]#[CH:19])([CH3:17])[CH3:16]. No catalyst specified. The product is [CH3:14][Si:15]([C:18]#[C:19][C:4]1[CH:5]=[CH:6][C:1]([C:7]2[CH:12]=[CH:11][CH:10]=[CH:9][N:8]=2)=[CH:2][CH:3]=1)([CH3:17])[CH3:16]. The yield is 0.880. (2) The reactants are [CH2:1]([N:3]1[CH:7]=[C:6]([C:8]([OH:10])=O)[C:5]([CH3:11])=[N:4]1)[CH3:2].C(Cl)(=O)C(Cl)=O.[NH2:18][C:19]1[CH:20]=[C:21]([CH:38]=[CH:39][C:40]=1[F:41])[O:22][C:23]1[CH:24]=[CH:25][C:26]2[N:27]([CH:29]=[C:30]([NH:32][C:33]([CH:35]3[CH2:37][CH2:36]3)=[O:34])[N:31]=2)[N:28]=1. The catalyst is CN(C)C=O.O1CCCC1.[OH-].[Na+]. The product is [CH:35]1([C:33]([NH:32][C:30]2[N:31]=[C:26]3[CH:25]=[CH:24][C:23]([O:22][C:21]4[CH:38]=[CH:39][C:40]([F:41])=[C:19]([NH:18][C:8]([C:6]5[C:5]([CH3:11])=[N:4][N:3]([CH2:1][CH3:2])[CH:7]=5)=[O:10])[CH:20]=4)=[N:28][N:27]3[CH:29]=2)=[O:34])[CH2:36][CH2:37]1. The yield is 0.520. (3) The reactants are [N+:1]([C:4]1[CH:12]=[CH:11][CH:10]=[CH:9][C:5]=1[C:6](Cl)=[O:7])([O-:3])=[O:2].Cl.[CH3:14][O:15][C:16](=[O:25])[C@H:17]([NH2:24])[CH:18]1[CH2:23][CH2:22][CH2:21][CH2:20][CH2:19]1.C(N(C(C)C)CC)(C)C. The catalyst is ClCCl. The product is [CH3:14][O:15][C:16](=[O:25])[C@@H:17]([CH:18]1[CH2:23][CH2:22][CH2:21][CH2:20][CH2:19]1)[NH:24][C:6](=[O:7])[C:5]1[CH:9]=[CH:10][CH:11]=[CH:12][C:4]=1[N+:1]([O-:3])=[O:2]. The yield is 0.980.